Dataset: Full USPTO retrosynthesis dataset with 1.9M reactions from patents (1976-2016). Task: Predict the reactants needed to synthesize the given product. (1) Given the product [CH2:10]([O:12][CH2:13][CH2:14][O:1][C:2]1[CH:9]=[CH:8][C:5]([CH:6]=[O:7])=[CH:4][CH:3]=1)[CH3:11], predict the reactants needed to synthesize it. The reactants are: [OH:1][C:2]1[CH:9]=[CH:8][C:5]([CH:6]=[O:7])=[CH:4][CH:3]=1.[CH:10]([O:12][CH2:13][CH3:14])=[CH2:11].Cl.C([O-])([O-])=O.[Na+].[Na+]. (2) Given the product [C:1]([O:5][C:6](=[O:20])[NH:7][C:8]1[CH:13]=[C:12]([NH:14][CH:15]([CH3:16])[CH3:17])[C:11]([Cl:18])=[CH:10][C:9]=1[NH:19][C:26](=[O:25])[CH2:27][C:28](=[O:48])[C:29]1[CH:34]=[CH:33][CH:32]=[C:31]([N:35]2[C:39]([CH2:40][O:41][CH:42]3[CH2:47][CH2:46][CH2:45][CH2:44][O:43]3)=[CH:38][N:37]=[N:36]2)[CH:30]=1)([CH3:3])([CH3:2])[CH3:4], predict the reactants needed to synthesize it. The reactants are: [C:1]([O:5][C:6](=[O:20])[NH:7][C:8]1[CH:13]=[C:12]([NH:14][CH:15]([CH3:17])[CH3:16])[C:11]([Cl:18])=[CH:10][C:9]=1[NH2:19])([CH3:4])([CH3:3])[CH3:2].C([O:25][C:26](=O)[CH2:27][C:28](=[O:48])[C:29]1[CH:34]=[CH:33][CH:32]=[C:31]([N:35]2[C:39]([CH2:40][O:41][CH:42]3[CH2:47][CH2:46][CH2:45][CH2:44][O:43]3)=[CH:38][N:37]=[N:36]2)[CH:30]=1)(C)(C)C.